From a dataset of Peptide-MHC class II binding affinity with 134,281 pairs from IEDB. Regression. Given a peptide amino acid sequence and an MHC pseudo amino acid sequence, predict their binding affinity value. This is MHC class II binding data. The peptide sequence is AALAAAAGVPPADKY. The MHC is DRB1_0901 with pseudo-sequence DRB1_0901. The binding affinity (normalized) is 0.586.